This data is from Forward reaction prediction with 1.9M reactions from USPTO patents (1976-2016). The task is: Predict the product of the given reaction. (1) Given the reactants [NH2:1][CH2:2][C:3]([O:5][CH:6]([CH3:8])[CH3:7])=[O:4].[F:9][C:10]1[C:15]([F:16])=[CH:14][CH:13]=[C:12]([F:17])[C:11]=1[C:18](=[CH2:22])[C:19](=[O:21])[CH3:20].[C:23](O[Li])([CH3:26])([CH3:25])[CH3:24], predict the reaction product. The product is: [C:23]1([C:26](=[N:1][CH:2]([CH2:22][CH:18]([C:11]2[C:12]([F:17])=[CH:13][CH:14]=[C:15]([F:16])[C:10]=2[F:9])[C:19](=[O:21])[CH3:20])[C:3]([O:5][CH:6]([CH3:8])[CH3:7])=[O:4])[C:10]2[CH:15]=[CH:14][CH:13]=[CH:12][CH:11]=2)[CH:25]=[CH:22][CH:18]=[CH:19][CH:24]=1. (2) Given the reactants [Br:1][C:2]1[CH:3]=[CH:4][C:5]([N+:20]([O-])=O)=[C:6]([CH:19]=1)[NH:7][CH2:8][CH2:9][CH2:10][O:11][Si:12]([C:15]([CH3:18])([CH3:17])[CH3:16])([CH3:14])[CH3:13], predict the reaction product. The product is: [Br:1][C:2]1[CH:19]=[C:6]([NH:7][CH2:8][CH2:9][CH2:10][O:11][Si:12]([C:15]([CH3:17])([CH3:16])[CH3:18])([CH3:13])[CH3:14])[C:5]([NH2:20])=[CH:4][CH:3]=1. (3) Given the reactants [NH2:1][C@H:2]([C:8]([OH:10])=[O:9])[CH2:3][CH2:4][C:5](=[O:7])[NH2:6].B([O-])([O-])[O-].C([N:26]([CH2:31][C:32]([OH:34])=[O:33])CC(O)=O)C[N:17](CC(O)=O)[CH2:18][C:19](O)=[O:20], predict the reaction product. The product is: [NH2:17][CH2:18][C:19]([NH:1][C@H:2]([C:8]([OH:10])=[O:9])[CH2:3][CH2:4][C:5](=[O:7])[NH2:6])=[O:20].[CH3:2][O:34][C:32](=[O:33])[CH2:31][NH2:26]. (4) Given the reactants [Cl:1][C:2]1[C:7]([C:8]2[CH:13]=[CH:12][C:11]([C:14]3[CH:19]=[CH:18][CH:17]=[C:16]([O:20][CH3:21])[C:15]=3[OH:22])=[CH:10][CH:9]=2)=[CH:6][C:5]([C:23](OC)=[O:24])=[C:4]([NH:27][C:28](=[O:36])[CH2:29][C:30]2[CH:35]=[CH:34][CH:33]=[CH:32][CH:31]=2)[CH:3]=1.C[Si]([N-][Si](C)(C)C)(C)C.[K+].Cl, predict the reaction product. The product is: [Cl:1][C:2]1[CH:3]=[C:4]2[C:5]([C:23]([OH:24])=[C:29]([C:30]3[CH:35]=[CH:34][CH:33]=[CH:32][CH:31]=3)[C:28](=[O:36])[NH:27]2)=[CH:6][C:7]=1[C:8]1[CH:13]=[CH:12][C:11]([C:14]2[CH:19]=[CH:18][CH:17]=[C:16]([O:20][CH3:21])[C:15]=2[OH:22])=[CH:10][CH:9]=1. (5) Given the reactants [Cl:1][C:2]1[CH:3]=[C:4]([NH:9][CH2:10][C:11]([N:13]2[CH2:19]CCC[CH:15]([N:20]([CH3:30])[C:21]3[C:22]4[CH:29]=[CH:28][NH:27][C:23]=4[N:24]=[CH:25][N:26]=3)[CH2:14]2)=[O:12])[CH:5]=[C:6]([Cl:8])[CH:7]=1.CO, predict the reaction product. The product is: [Cl:8][C:6]1[CH:5]=[C:4]([NH:9][CH2:10][C:11]([N:13]2[CH2:14][CH:15]([N:20]([CH3:30])[C:21]3[C:22]4[CH:29]=[CH:28][NH:27][C:23]=4[N:24]=[CH:25][N:26]=3)[CH2:19]2)=[O:12])[CH:3]=[C:2]([Cl:1])[CH:7]=1. (6) Given the reactants [O:1]1[CH:5]=[CH:4][CH:3]=[C:2]1[CH2:6][CH2:7][NH:8][C:9]1[CH:14]=[CH:13][CH:12]=[CH:11][CH:10]=1.CCN(CC)CC.Br[CH2:23][C:24]1[C:33]2[C:28](=[CH:29][CH:30]=[CH:31][CH:32]=2)[NH:27][C:26](=[O:34])[CH:25]=1, predict the reaction product. The product is: [O:1]1[CH:5]=[CH:4][CH:3]=[C:2]1[CH2:6][CH2:7][N:8]([CH2:23][C:24]1[C:33]2[C:28](=[CH:29][CH:30]=[CH:31][CH:32]=2)[NH:27][C:26](=[O:34])[CH:25]=1)[C:9]1[CH:10]=[CH:11][CH:12]=[CH:13][CH:14]=1. (7) Given the reactants [Cl:1][C:2]1[CH:3]=[N:4][C:5]2[N:6]([N:8]=[C:9]([C:11]([OH:13])=O)[CH:10]=2)[CH:7]=1.[CH3:14][CH:15]1[NH:20][CH2:19][CH2:18][N:17]2[C:21]([C:24]3[CH:25]=[N:26][CH:27]=[N:28][CH:29]=3)=[CH:22][CH:23]=[C:16]12, predict the reaction product. The product is: [Cl:1][C:2]1[CH:3]=[N:4][C:5]2[N:6]([N:8]=[C:9]([C:11]([N:20]3[CH2:19][CH2:18][N:17]4[C:21]([C:24]5[CH:25]=[N:26][CH:27]=[N:28][CH:29]=5)=[CH:22][CH:23]=[C:16]4[CH:15]3[CH3:14])=[O:13])[CH:10]=2)[CH:7]=1.